This data is from Full USPTO retrosynthesis dataset with 1.9M reactions from patents (1976-2016). The task is: Predict the reactants needed to synthesize the given product. (1) Given the product [F:35][C:30]1[CH:29]=[C:28]([C:22]2[C:21]([CH2:20][O:19][C:16]3[CH:17]=[CH:18][C:13]([C:12]([NH:9][CH2:8][CH2:7][O:6][CH3:5])=[O:11])=[CH:14][N:15]=3)=[C:25]([CH2:26][OH:27])[O:24][N:23]=2)[CH:33]=[CH:32][C:31]=1[F:34], predict the reactants needed to synthesize it. The reactants are: C[Al](C)C.[CH3:5][O:6][CH2:7][CH2:8][NH2:9].C[O:11][C:12](=O)[C:13]1[CH:18]=[CH:17][C:16]([O:19][CH2:20][C:21]2[C:22]([C:28]3[CH:33]=[CH:32][C:31]([F:34])=[C:30]([F:35])[CH:29]=3)=[N:23][O:24][C:25]=2[CH2:26][OH:27])=[N:15][CH:14]=1. (2) The reactants are: Br[C:2]1[CH:7]=[CH:6][N:5]=[C:4]([CH3:8])[CH:3]=1.[C:9]([O:13][CH2:14][CH3:15])(=[O:12])[CH:10]=[CH2:11].C1(C)C=CC=CC=1P(C1C=CC=CC=1C)C1C=CC=CC=1C.C(N(CC)CC)C. Given the product [CH3:8][C:4]1[CH:3]=[C:2](/[CH:11]=[CH:10]/[C:9]([O:13][CH2:14][CH3:15])=[O:12])[CH:7]=[CH:6][N:5]=1, predict the reactants needed to synthesize it. (3) Given the product [CH3:1][CH:2]([CH3:21])[CH2:3][CH:4]([C:10]1[N:11]=[C:12]([C:15]2[CH:16]=[CH:17][CH:18]=[CH:19][CH:20]=2)[S:13][CH:14]=1)[C:5]([OH:7])=[O:6], predict the reactants needed to synthesize it. The reactants are: [CH3:1][CH:2]([CH3:21])[CH2:3][CH:4]([C:10]1[N:11]=[C:12]([C:15]2[CH:20]=[CH:19][CH:18]=[CH:17][CH:16]=2)[S:13][CH:14]=1)[C:5]([O:7]CC)=[O:6].[OH-].[Na+]. (4) Given the product [I:1][C:2]1[C:10]2[C:5](=[CH:6][CH:7]=[CH:8][C:9]=2[N+:11]([O-:13])=[O:12])[N:4]([CH2:21][C:22]2[CH:27]=[CH:26][CH:25]=[C:24]([O:28][CH3:29])[N:23]=2)[N:3]=1, predict the reactants needed to synthesize it. The reactants are: [I:1][C:2]1[C:10]2[C:5](=[CH:6][CH:7]=[CH:8][C:9]=2[N+:11]([O-:13])=[O:12])[NH:4][N:3]=1.C([O-])([O-])=O.[K+].[K+].Br[CH2:21][C:22]1[CH:27]=[CH:26][CH:25]=[C:24]([O:28][CH3:29])[N:23]=1. (5) Given the product [Br:19][C:12]1[N:8]([C:4]2[CH:5]=[CH:6][CH:7]=[C:2]([CH3:1])[N:3]=2)[N:9]=[CH:10][C:11]=1[CH3:13], predict the reactants needed to synthesize it. The reactants are: [CH3:1][C:2]1[CH:7]=[CH:6][CH:5]=[C:4]([N:8]2[CH:12]=[C:11]([CH3:13])[CH:10]=[N:9]2)[N:3]=1.C([Li])CCC.[Br:19]N1C(=O)CCC1=O.[Cl-].[NH4+].